This data is from Forward reaction prediction with 1.9M reactions from USPTO patents (1976-2016). The task is: Predict the product of the given reaction. (1) Given the reactants [F:1][C:2]1[CH:7]=[CH:6][C:5]([CH:8]2[CH2:12][CH2:11][CH2:10][N:9]2[C:13]2[N:18]=[C:17]([NH:19][C:20]3[S:21][C:22]([C:25]#[N:26])=[CH:23][N:24]=3)[C:16]([C:27]3[O:31][C:30]([Si](C(C)C)(C(C)C)C(C)C)=[N:29][CH:28]=3)=[N:15][CH:14]=2)=[CH:4][CH:3]=1.[F-].C([N+](CCCC)(CCCC)CCCC)CCC.C1COCC1, predict the reaction product. The product is: [F:1][C:2]1[CH:7]=[CH:6][C:5]([CH:8]2[CH2:12][CH2:11][CH2:10][N:9]2[C:13]2[N:18]=[C:17]([NH:19][C:20]3[S:21][C:22]([C:25]#[N:26])=[CH:23][N:24]=3)[C:16]([C:27]3[O:31][CH:30]=[N:29][CH:28]=3)=[N:15][CH:14]=2)=[CH:4][CH:3]=1. (2) Given the reactants [C:1]([O:5][C:6](=[O:21])[CH2:7][NH:8][C:9](=[O:20])[CH2:10][C:11]1[CH:16]=[CH:15][C:14]([N+:17]([O-])=O)=[CH:13][CH:12]=1)([CH3:4])([CH3:3])[CH3:2], predict the reaction product. The product is: [C:1]([O:5][C:6](=[O:21])[CH2:7][NH:8][C:9](=[O:20])[CH2:10][C:11]1[CH:16]=[CH:15][C:14]([NH2:17])=[CH:13][CH:12]=1)([CH3:4])([CH3:2])[CH3:3]. (3) Given the reactants [C:1]([C:3]1[CH:8]=[CH:7][C:6]([C:9]2[O:10][CH:11]=[CH:12][CH:13]=2)=[CH:5][CH:4]=1)#[N:2].C1C(=O)N([Br:21])C(=O)C1, predict the reaction product. The product is: [Br:21][C:11]1[O:10][C:9]([C:6]2[CH:5]=[CH:4][C:3]([C:1]#[N:2])=[CH:8][CH:7]=2)=[CH:13][CH:12]=1.